From a dataset of Reaction yield outcomes from USPTO patents with 853,638 reactions. Predict the reaction yield, written as a fraction of the theoretical maximum amount of product (1.0 means a 100% yield; for example, 0.34 means a 34% yield). (1) The reactants are C([O-])=O.[NH4+].C([N:12]1[CH2:18][CH2:17][CH2:16][CH:15]([OH:19])[CH2:14][CH2:13]1)C1C=CC=CC=1.[C:28](O[C:28]([O:30][C:31]([CH3:34])([CH3:33])[CH3:32])=[O:29])([O:30][C:31]([CH3:34])([CH3:33])[CH3:32])=[O:29].C(=O)([O-])O.[Na+]. The catalyst is C(O)C.ClCCl.[Pd].O. The product is [OH:19][CH:15]1[CH2:16][CH2:17][CH2:18][N:12]([C:28]([O:30][C:31]([CH3:32])([CH3:33])[CH3:34])=[O:29])[CH2:13][CH2:14]1. The yield is 0.700. (2) The reactants are [N:1]1([CH2:15][C:16]2[N:20]([CH2:21][CH2:22][CH2:23][C:24]#[N:25])[C:19]3[CH:26]=[CH:27][CH:28]=[CH:29][C:18]=3[N:17]=2)[C@H:14]2[C@@H:5]([CH2:6][CH2:7][C:8]3[C:13]2=[N:12][CH:11]=[CH:10][CH:9]=3)[CH2:4][CH2:3][CH2:2]1. The catalyst is N.CO.[Ni]. The product is [N:1]1([CH2:15][C:16]2[N:20]([CH2:21][CH2:22][CH2:23][CH2:24][NH2:25])[C:19]3[CH:26]=[CH:27][CH:28]=[CH:29][C:18]=3[N:17]=2)[C@H:14]2[C@@H:5]([CH2:6][CH2:7][C:8]3[C:13]2=[N:12][CH:11]=[CH:10][CH:9]=3)[CH2:4][CH2:3][CH2:2]1. The yield is 0.330. (3) The reactants are [CH2:1]([O:4][CH:5]1[CH2:10][CH2:9]CCN1C([O-])=O)CC.[C:14](O)([C:16](F)(F)F)=[O:15].[Cl:21][C:22]1[CH:23]=[C:24]([C:28]([OH:30])=O)[NH:25][C:26]=1[CH3:27].C1C=CC2N([OH:40])N=NC=2C=1.CN1CCOCC1.Cl.C(N=C=[N:53][CH2:54][CH2:55][CH2:56][N:57]([CH3:59])[CH3:58])C. The catalyst is ClCCl. The product is [Cl:21][C:22]1[CH:23]=[C:24]([C:28]([NH:53][C@@H:54]2[CH2:55][CH2:56][N:57]([C:58]([O:15][CH2:14][CH3:16])=[O:40])[CH2:59][C@@H:1]2[O:4][CH2:5][CH2:10][CH3:9])=[O:30])[NH:25][C:26]=1[CH3:27]. The yield is 0.840.